This data is from Forward reaction prediction with 1.9M reactions from USPTO patents (1976-2016). The task is: Predict the product of the given reaction. (1) The product is: [F:1][C:2]1[CH:7]=[CH:6][CH:5]=[C:4]([I:8])[C:3]=1[OH:9]. Given the reactants [F:1][C:2]1[CH:7]=[CH:6][CH:5]=[C:4]([I:8])[C:3]=1[O:9]C.C(=O)(O)[O-].[Na+], predict the reaction product. (2) Given the reactants C(OC([N:8]1[CH2:17][CH2:16][C:15]2[C:11](=[C:12](OS(C(F)(F)F)(=O)=O)[N:13]([CH:18]3[CH2:22][CH2:21][CH2:20][CH2:19]3)[N:14]=2)[CH2:10][CH2:9]1)=O)(C)(C)C.[S:31]1[CH:35]=[CH:34][C:33](B(O)O)=[CH:32]1, predict the reaction product. The product is: [CH:18]1([N:13]2[C:12]([C:33]3[CH:34]=[CH:35][S:31][CH:32]=3)=[C:11]3[C:15]([CH2:16][CH2:17][NH:8][CH2:9][CH2:10]3)=[N:14]2)[CH2:19][CH2:20][CH2:21][CH2:22]1. (3) Given the reactants [Br:1][C:2]1[C:14](=[O:15])[N:13]([CH:16]2[CH2:20][CH2:19][CH2:18][CH2:17]2)[C:5]2[N:6]=[C:7](S(C)=O)[N:8]=[CH:9][C:4]=2[CH:3]=1.[C:21]([O:25][C:26]([N:28]1[CH2:33][CH2:32][N:31]([C:34]2[CH:35]=[N:36][C:37]([NH2:40])=[CH:38][CH:39]=2)[CH2:30][CH2:29]1)=[O:27])([CH3:24])([CH3:23])[CH3:22], predict the reaction product. The product is: [C:21]([O:25][C:26]([N:28]1[CH2:33][CH2:32][N:31]([C:34]2[CH:35]=[N:36][C:37]([NH:40][C:7]3[N:8]=[CH:9][C:4]4[CH:3]=[C:2]([Br:1])[C:14](=[O:15])[N:13]([CH:16]5[CH2:20][CH2:19][CH2:18][CH2:17]5)[C:5]=4[N:6]=3)=[CH:38][CH:39]=2)[CH2:30][CH2:29]1)=[O:27])([CH3:24])([CH3:22])[CH3:23]. (4) Given the reactants [N:1]1[CH:6]=[CH:5][CH:4]=[C:3]([NH:7][N:8]=[C:9]2[CH2:14][CH2:13][NH:12][C:11](=[O:15])[CH2:10]2)[CH:2]=1.[CH3:16]OC(OC)N(C)C, predict the reaction product. The product is: [N:1]1[CH:6]=[CH:5][CH:4]=[C:3]([N:7]2[CH:16]=[C:10]3[C:11](=[O:15])[NH:12][CH2:13][CH2:14][C:9]3=[N:8]2)[CH:2]=1. (5) The product is: [N:57]1([C:2]2[N:3]=[C:4]([NH:55][CH2:54][C@@H:46]([NH2:45])[CH2:47][C:48]3[CH:49]=[CH:50][CH:51]=[CH:52][CH:53]=3)[C:5]3[CH:11]=[CH:10][N:9]=[CH:8][C:6]=3[N:7]=2)[CH2:62][CH2:61][O:60][CH2:59][CH2:58]1. Given the reactants Cl[C:2]1[N:3]=[C:4](O)[C:5]2[CH:11]=[CH:10][N:9]=[CH:8][C:6]=2[N:7]=1.C(N(CC)CC)C.C(C1C=C(C(C)C)C=C(C(C)C)C=1S(Cl)(=O)=O)(C)C.C(OC(=O)[NH:45][C@H:46]([CH2:54][NH2:55])[CH2:47][C:48]1[CH:53]=[CH:52][CH:51]=[CH:50][CH:49]=1)(C)(C)C.[NH:57]1[CH2:62][CH2:61][O:60][CH2:59][CH2:58]1, predict the reaction product. (6) Given the reactants [C:1]([C:3]1[CH:4]=[N:5][CH:6]=[CH:7][CH:8]=1)#N.[Li].[C-]#[C-].[Li+].[Li+].[CH3:14][Si:15]([C:18]#C)([CH3:17])[CH3:16].C([Li])CCC, predict the reaction product. The product is: [CH3:14][Si:15]([C:18]#[C:1][C:3]1[CH:4]=[N:5][CH:6]=[CH:7][CH:8]=1)([CH3:17])[CH3:16]. (7) Given the reactants [CH2:1]([OH:3])[CH3:2].[Na].Br[C:6]1[N:13]=[C:12]([NH2:14])[CH:11]=[C:10]([NH2:15])[C:7]=1[C:8]#[N:9], predict the reaction product. The product is: [NH2:15][C:10]1[C:7]([C:8]#[N:9])=[C:6]([O:3][CH2:1][CH3:2])[N:13]=[C:12]([NH2:14])[CH:11]=1. (8) Given the reactants Cl.[NH2:2][C@@H:3]1[CH2:8][O:7][C@@H:6]([CH2:9][C:10]([O:12][CH3:13])=[O:11])[CH2:5][C@H:4]1[C:14]1[CH:19]=[CH:18][C:17]([C:20]([F:23])([F:22])[F:21])=[CH:16][CH:15]=1.[CH:24]1([CH:29]=O)[CH2:28][CH2:27][CH2:26][CH2:25]1.[CH3:31][C:32](O)=O.C(O[BH-](OC(=O)C)OC(=O)C)(=O)C.[Na+].[CH2:49]1[CH2:53]O[CH2:51][CH2:50]1, predict the reaction product. The product is: [CH:24]1([CH2:29][N:2]([CH2:51][CH:50]2[CH2:32][CH2:31][CH2:53][CH2:49]2)[C@@H:3]2[CH2:8][O:7][C@@H:6]([CH2:9][C:10]([O:12][CH3:13])=[O:11])[CH2:5][C@H:4]2[C:14]2[CH:19]=[CH:18][C:17]([C:20]([F:23])([F:21])[F:22])=[CH:16][CH:15]=2)[CH2:28][CH2:27][CH2:26][CH2:25]1. (9) Given the reactants [Cl:1][C:2]1[S:3][C:4]([CH2:7]Cl)=[CH:5][CH:6]=1.[CH2:9]([NH:16][C:17]([C:19]1[S:23][C:22]([N:24]2[CH:29]=[CH:28][C:27]([OH:30])=[CH:26][C:25]2=[O:31])=[N:21][C:20]=1[CH3:32])=[O:18])[C:10]1[CH:15]=[CH:14][CH:13]=[CH:12][CH:11]=1, predict the reaction product. The product is: [CH2:9]([NH:16][C:17]([C:19]1[S:23][C:22]([N:24]2[CH:29]=[CH:28][C:27]([O:30][CH2:7][C:4]3[S:3][C:2]([Cl:1])=[CH:6][CH:5]=3)=[CH:26][C:25]2=[O:31])=[N:21][C:20]=1[CH3:32])=[O:18])[C:10]1[CH:15]=[CH:14][CH:13]=[CH:12][CH:11]=1. (10) Given the reactants [OH:1][C:2]1[NH:3][C:4]2[CH:10]=[CH:9][CH:8]=[CH:7][C:5]=2[N:6]=1.Br[CH2:12][C:13]([O:15][C:16]([CH3:19])([CH3:18])[CH3:17])=[O:14].[H-].[Na+], predict the reaction product. The product is: [O:1]=[C:2]1[N:6]([CH2:12][C:13]([O:15][C:16]([CH3:19])([CH3:18])[CH3:17])=[O:14])[C:5]2[CH:7]=[CH:8][CH:9]=[CH:10][C:4]=2[NH:3]1.